Predict the product of the given reaction. From a dataset of Forward reaction prediction with 1.9M reactions from USPTO patents (1976-2016). Given the reactants O.C1(C)C=CC(S(O)(=O)=O)=CC=1.[C:13]([C:15]1[C:16]([NH:30][C:31](=O)[C:32]([CH3:35])([CH3:34])[CH3:33])=[C:17]([OH:29])[C:18]([F:28])=[C:19]([C:22]2[CH:27]=[CH:26][CH:25]=[CH:24][CH:23]=2)[C:20]=1[CH3:21])#[N:14].O.C(=O)(O)[O-].[Na+], predict the reaction product. The product is: [C:32]([C:31]1[O:29][C:17]2[C:16](=[C:15]([C:13]#[N:14])[C:20]([CH3:21])=[C:19]([C:22]3[CH:23]=[CH:24][CH:25]=[CH:26][CH:27]=3)[C:18]=2[F:28])[N:30]=1)([CH3:34])([CH3:33])[CH3:35].